From a dataset of Reaction yield outcomes from USPTO patents with 853,638 reactions. Predict the reaction yield, written as a fraction of the theoretical maximum amount of product (1.0 means a 100% yield; for example, 0.34 means a 34% yield). (1) The reactants are [Cl:1][C:2]1[C:3]([S:21](=[O:24])(=[O:23])[NH2:22])=[N:4][CH:5]=[C:6]([C:10]=1[NH:11][C:12]1([C:15]2[CH:20]=[CH:19][CH:18]=[CH:17][CH:16]=2)[CH2:14][CH2:13]1)[C:7]([OH:9])=O.[NH:25]1[CH2:30][CH2:29][C:28]2([C:34]3[CH:35]=[CH:36][CH:37]=[CH:38][C:33]=3[O:32][CH2:31]2)[CH2:27][CH2:26]1. No catalyst specified. The product is [Cl:1][C:2]1[C:3]([S:21]([NH2:22])(=[O:24])=[O:23])=[N:4][CH:5]=[C:6]([C:7]([N:25]2[CH2:30][CH2:29][C:28]3([C:34]4[CH:35]=[CH:36][CH:37]=[CH:38][C:33]=4[O:32][CH2:31]3)[CH2:27][CH2:26]2)=[O:9])[C:10]=1[NH:11][C:12]1([C:15]2[CH:16]=[CH:17][CH:18]=[CH:19][CH:20]=2)[CH2:14][CH2:13]1. The yield is 0.350. (2) The reactants are Cl[C:2]1[N:7]=[C:6]([NH:8][C:9]([C:11]2([C:14]3[CH:24]=[CH:23][C:17]4[O:18][C:19]([F:22])([F:21])[O:20][C:16]=4[CH:15]=3)[CH2:13][CH2:12]2)=[O:10])[CH:5]=[C:4]([CH3:25])[CH:3]=1.[CH3:26][O:27][C:28]1[N:33]=[CH:32][C:31](B(O)O)=[C:30]([CH3:37])[CH:29]=1. The catalyst is COCCOC.C([O-])([O-])=O.[Na+].[Na+].C1C=CC([P]([Pd]([P](C2C=CC=CC=2)(C2C=CC=CC=2)C2C=CC=CC=2)([P](C2C=CC=CC=2)(C2C=CC=CC=2)C2C=CC=CC=2)[P](C2C=CC=CC=2)(C2C=CC=CC=2)C2C=CC=CC=2)(C2C=CC=CC=2)C2C=CC=CC=2)=CC=1. The product is [F:21][C:19]1([F:22])[O:18][C:17]2[CH:23]=[CH:24][C:14]([C:11]3([C:9]([NH:8][C:6]4[N:7]=[C:2]([C:31]5[CH:32]=[N:33][C:28]([O:27][CH3:26])=[CH:29][C:30]=5[CH3:37])[CH:3]=[C:4]([CH3:25])[CH:5]=4)=[O:10])[CH2:13][CH2:12]3)=[CH:15][C:16]=2[O:20]1. The yield is 0.520. (3) The reactants are [CH3:1][N:2]([CH3:25])[C:3]([C:5]1[CH:16]=[C:15]([O:17]CC2C=CC=CC=2)[C:8]2[N:9]=[C:10]([CH2:13][CH3:14])[N:11]([CH3:12])[C:7]=2[CH:6]=1)=[O:4].C(O)(=O)C. The catalyst is C(O)C.[Pd]. The product is [CH3:25][N:2]([CH3:1])[C:3]([C:5]1[CH:16]=[C:15]([OH:17])[C:8]2[N:9]=[C:10]([CH2:13][CH3:14])[N:11]([CH3:12])[C:7]=2[CH:6]=1)=[O:4]. The yield is 0.910. (4) The yield is 1.00. The reactants are [C:1]([C:3]1[C:4]([C:21]2[CH:26]=[CH:25][C:24]([N+:27]([O-:29])=[O:28])=[CH:23][CH:22]=2)=[N:5][S:6][C:7]=1[NH:8][C:9]([NH:11][CH2:12][CH2:13][CH2:14][N:15]1[CH2:20][CH2:19][O:18][CH2:17][CH2:16]1)=[O:10])#[N:2].[OH:30]S(O)(=O)=O. The product is [N:15]1([CH2:14][CH2:13][CH2:12][NH:11][C:9]([NH:8][C:7]2[S:6][N:5]=[C:4]([C:21]3[CH:22]=[CH:23][C:24]([N+:27]([O-:29])=[O:28])=[CH:25][CH:26]=3)[C:3]=2[C:1]([NH2:2])=[O:30])=[O:10])[CH2:16][CH2:17][O:18][CH2:19][CH2:20]1. No catalyst specified. (5) The reactants are [Cl:1][C:2]1[N:3]=[C:4]([N:11]2[CH2:15][CH2:14][C@H:13]([NH:16][C:17](=[O:23])[O:18][C:19]([CH3:22])([CH3:21])[CH3:20])[CH2:12]2)[C:5]2[CH2:10][CH2:9][CH2:8][C:6]=2[N:7]=1.Br[CH2:25][CH2:26][CH3:27]. No catalyst specified. The product is [Cl:1][C:2]1[N:3]=[C:4]([N:11]2[CH2:15][CH2:14][C@H:13]([N:16]([CH2:25][CH2:26][CH3:27])[C:17](=[O:23])[O:18][C:19]([CH3:20])([CH3:22])[CH3:21])[CH2:12]2)[C:5]2[CH2:10][CH2:9][CH2:8][C:6]=2[N:7]=1. The yield is 0.900. (6) The reactants are [C:1]([N:5]1[CH2:10][CH2:9][N:8]([C:11]2[C:20]3[C:15](=[CH:16][C:17]([Cl:28])=[C:18]([C:21]4[CH:26]=[CH:25][C:24]([Cl:27])=[CH:23][CH:22]=4)[CH:19]=3)[N:14]=[CH:13][N:12]=2)[CH2:7][CH:6]1[CH2:29][C:30]([NH2:32])=O)(=[O:4])[CH:2]=[CH2:3].CCN(CC)CC.C(OC(C(F)(F)F)=O)(C(F)(F)F)=O. The catalyst is C(Cl)Cl. The product is [C:1]([N:5]1[CH2:10][CH2:9][N:8]([C:11]2[C:20]3[C:15](=[CH:16][C:17]([Cl:28])=[C:18]([C:21]4[CH:26]=[CH:25][C:24]([Cl:27])=[CH:23][CH:22]=4)[CH:19]=3)[N:14]=[CH:13][N:12]=2)[CH2:7][CH:6]1[CH2:29][C:30]#[N:32])(=[O:4])[CH:2]=[CH2:3]. The yield is 0.870. (7) The reactants are [CH2:1]([O:8][C:9]([NH:11][C@@H:12]([C:17]([OH:19])=[O:18])[CH2:13][C:14]([OH:16])=O)=[O:10])[C:2]1[CH:7]=[CH:6][CH:5]=[CH:4][CH:3]=1.S(Cl)(Cl)=O. The catalyst is C(OCC)(=O)C. The product is [O:18]=[C:17]1[C@H:12]([NH:11][C:9](=[O:10])[O:8][CH2:1][C:2]2[CH:3]=[CH:4][CH:5]=[CH:6][CH:7]=2)[CH2:13][C:14](=[O:16])[O:19]1. The yield is 0.990.